This data is from NCI-60 drug combinations with 297,098 pairs across 59 cell lines. The task is: Regression. Given two drug SMILES strings and cell line genomic features, predict the synergy score measuring deviation from expected non-interaction effect. (1) Drug 1: C1CCC(CC1)NC(=O)N(CCCl)N=O. Drug 2: C1=CC(=CC=C1CCCC(=O)O)N(CCCl)CCCl. Cell line: SF-295. Synergy scores: CSS=66.5, Synergy_ZIP=-1.87, Synergy_Bliss=-5.76, Synergy_Loewe=-6.06, Synergy_HSA=-1.39. (2) Drug 1: CN1C2=C(C=C(C=C2)N(CCCl)CCCl)N=C1CCCC(=O)O.Cl. Drug 2: CC1CCCC2(C(O2)CC(NC(=O)CC(C(C(=O)C(C1O)C)(C)C)O)C(=CC3=CSC(=N3)C)C)C. Cell line: UO-31. Synergy scores: CSS=31.4, Synergy_ZIP=10.3, Synergy_Bliss=12.0, Synergy_Loewe=-39.7, Synergy_HSA=0.0689. (3) Synergy scores: CSS=14.0, Synergy_ZIP=-3.36, Synergy_Bliss=-0.414, Synergy_Loewe=-22.2, Synergy_HSA=-1.23. Drug 1: CCC1=C2CN3C(=CC4=C(C3=O)COC(=O)C4(CC)O)C2=NC5=C1C=C(C=C5)O. Cell line: UO-31. Drug 2: C1=CC=C(C(=C1)C(C2=CC=C(C=C2)Cl)C(Cl)Cl)Cl. (4) Drug 1: C1CN1C2=NC(=NC(=N2)N3CC3)N4CC4. Drug 2: CS(=O)(=O)OCCCCOS(=O)(=O)C. Cell line: NCI-H522. Synergy scores: CSS=28.1, Synergy_ZIP=-8.14, Synergy_Bliss=-4.26, Synergy_Loewe=-1.06, Synergy_HSA=-0.273. (5) Drug 1: CN1C2=C(C=C(C=C2)N(CCCl)CCCl)N=C1CCCC(=O)O.Cl. Drug 2: CC(C)CN1C=NC2=C1C3=CC=CC=C3N=C2N. Cell line: SN12C. Synergy scores: CSS=3.93, Synergy_ZIP=-1.81, Synergy_Bliss=0.0260, Synergy_Loewe=1.52, Synergy_HSA=1.35.